This data is from Catalyst prediction with 721,799 reactions and 888 catalyst types from USPTO. The task is: Predict which catalyst facilitates the given reaction. (1) Reactant: [CH3:1][C@@:2]1([CH2:13][N:14]2[CH2:19][CH2:18][N:17]([C:20](OC(C)(C)C)=[O:21])[CH2:16][CH2:15]2)[O:6][C:5]2=[N:7][C:8]([N+:10]([O-:12])=[O:11])=[CH:9][N:4]2[CH2:3]1.FC(F)(F)C(O)=O.C(N(CC)CC)C.[Cl:41][CH2:42]C(Cl)=O. Product: [Cl:41][CH2:42][C:20]([N:17]1[CH2:16][CH2:15][N:14]([CH2:13][C@:2]2([CH3:1])[O:6][C:5]3=[N:7][C:8]([N+:10]([O-:12])=[O:11])=[CH:9][N:4]3[CH2:3]2)[CH2:19][CH2:18]1)=[O:21]. The catalyst class is: 143. (2) Reactant: [NH2:1][C:2]1[CH:30]=[CH:29][C:5]([O:6][C:7]2[CH:12]=[CH:11][N:10]=[C:9]3[CH:13]=[C:14]([C:16]4[N:21]=[CH:20][C:19]([CH2:22][N:23]5[CH2:27][CH2:26][CH2:25][C:24]5=[O:28])=[CH:18][CH:17]=4)[S:15][C:8]=23)=[C:4]([F:31])[CH:3]=1.CCN(C(C)C)C(C)C.Cl[C:42](OC1C=CC([N+]([O-])=O)=CC=1)=[O:43].Cl.[CH3:55][S:56]([C:59]1[CH:60]=[C:61]([CH:63]=[CH:64][CH:65]=1)[NH2:62])(=[O:58])=[O:57]. Product: [F:31][C:4]1[CH:3]=[C:2]([NH:1][C:42]([NH:62][C:61]2[CH:63]=[CH:64][CH:65]=[C:59]([S:56]([CH3:55])(=[O:57])=[O:58])[CH:60]=2)=[O:43])[CH:30]=[CH:29][C:5]=1[O:6][C:7]1[CH:12]=[CH:11][N:10]=[C:9]2[CH:13]=[C:14]([C:16]3[CH:17]=[CH:18][C:19]([CH2:22][N:23]4[CH2:27][CH2:26][CH2:25][C:24]4=[O:28])=[CH:20][N:21]=3)[S:15][C:8]=12. The catalyst class is: 1.